Dataset: Full USPTO retrosynthesis dataset with 1.9M reactions from patents (1976-2016). Task: Predict the reactants needed to synthesize the given product. Given the product [CH2:1]([N:8]1[CH2:14][CH2:13][C:12](=[O:15])[N:11]([CH3:16])[C:10]2[CH:17]=[N:18][C:19]([NH:22][C:23]3[CH:31]=[CH:30][C:26]([C:27]([OH:29])=[O:28])=[CH:25][C:24]=3[O:32][CH3:33])=[N:20][C:9]1=2)[C:2]1[CH:7]=[CH:6][CH:5]=[CH:4][CH:3]=1, predict the reactants needed to synthesize it. The reactants are: [CH2:1]([N:8]1[CH2:14][CH2:13][C:12](=[O:15])[N:11]([CH3:16])[C:10]2[CH:17]=[N:18][C:19](Cl)=[N:20][C:9]1=2)[C:2]1[CH:7]=[CH:6][CH:5]=[CH:4][CH:3]=1.[NH2:22][C:23]1[CH:31]=[CH:30][C:26]([C:27]([OH:29])=[O:28])=[CH:25][C:24]=1[O:32][CH3:33].C(O)C.